From a dataset of Drug-target binding data from BindingDB using IC50 measurements. Regression. Given a target protein amino acid sequence and a drug SMILES string, predict the binding affinity score between them. We predict pIC50 (pIC50 = -log10(IC50 in M); higher means more potent). Dataset: bindingdb_ic50. (1) The drug is C=CCNC(=O)[C@H](Cn1cnc2c(Cl)nc(N)nc21)NS(=O)(=O)c1ccc(C)cc1. The target protein (P47204) has sequence MFELVDNIAQTAVIKVIGVGGGGGNAVNHMAKNNVEGVEFICANTDAQALKNIAARTVLQLGPGVTKGLGAGANPEVGRQAALEDRERISEVLEGADMVFITTGMGGGTGTGAAPIIAEVAKEMGILTVAVVTRPFPFEGRKRMQIADEGIRALAESVDSLITIPNEKLLTILGKDASLLAAFAKADDVLAGAVRGISDIIKRPGMINVDFADVKTVMSEMGMAMMGTGCASGPNRAREATEAAIRNPLLEDVNLQGARGILVNITAGPDLSLGEYSDVGNIIEQFASEHATVKVGTVIDADMRDELHVTVVATGLGARLEKPVKVVDNTVQGSAAQAAAPAQREQQSVNYRDLDRPTVMRNQSHGSAATAAKLNPQDDLDYLDIPAFLRRQAD. The pIC50 is 2.8. (2) The drug is O=c1c(O)c(-c2ccc(O)cc2)oc2cc(O)cc(O)c12. The pIC50 is 5.9. The target protein sequence is FVLTEGNPRWEQTHLTYRIENYTPDLPRADVDHAIEKAFQLWSNVTPLTFTKVSEGQADIMISFVRGDHRDNSPFDGPGGNLAHAFQPGPGIGGDAHFDEDERWTNNFREYNLHRVAAHELGHSLGLSHSTDIGALMYPSYTFSGDVQLAQDDIDGIQAIYGRSQNPVQ. (3) The small molecule is O=C(O)CCCCCOc1ccc2c(=O)c(-c3ccc(O)cc3)coc2c1. The target protein (P05091) has sequence MLRAAARFGPRLGRRLLSAAATQAVPAPNQQPEVFCNQIFINNEWHDAVSRKTFPTVNPSTGEVICQVAEGDKEDVDKAVKAARAAFQLGSPWRRMDASHRGRLLNRLADLIERDRTYLAALETLDNGKPYVISYLVDLDMVLKCLRYYAGWADKYHGKTIPIDGDFFSYTRHEPVGVCGQIIPWNFPLLMQAWKLGPALATGNVVVMKVAEQTPLTALYVANLIKEAGFPPGVVNIVPGFGPTAGAAIASHEDVDKVAFTGSTEIGRVIQVAAGSSNLKRVTLELGGKSPNIIMSDADMDWAVEQAHFALFFNQGQCCCAGSRTFVQEDIYDEFVERSVARAKSRVVGNPFDSKTEQGPQVDETQFKKILGYINTGKQEGAKLLCGGGIAADRGYFIQPTVFGDVQDGMTIAKEEIFGPVMQILKFKTIEEVVGRANNSTYGLAAAVFTKDLDKANYLSQALQAGTVWVNCYDVFGAQSPFGGYKMSGSGRELGEYGLQ.... The pIC50 is 8.0. (4) The small molecule is Cc1ccc(C(=O)Nc2ncc(Cc3cccc(C(F)(F)F)c3)s2)cc1C. The target protein (P13516) has sequence MPAHMLQEISSSYTTTTTITAPPSGNEREKVKTVPLHLEEDIRPEMKEDIHDPTYQDEEGPPPKLEYVWRNIILMVLLHLGGLYGIILVPSCKLYTCLFGIFYYMTSALGITAGAHRLWSHRTYKARLPLRIFLIIANTMAFQNDVYEWARDHRAHHKFSETHADPHNSRRGFFFSHVGWLLVRKHPAVKEKGGKLDMSDLKAEKLVMFQRRYYKPGLLLMCFILPTLVPWYCWGETFVNSLFVSTFLRYTLVLNATWLVNSAAHLYGYRPYDKNIQSRENILVSLGAVGEGFHNYHHTFPFDYSASEYRWHINFTTFFIDCMAALGLAYDRKKVSKATVLARIKRTGDGSHKSS. The pIC50 is 5.1. (5) The compound is Cc1cc(NC(=O)CCCS(=O)(=O)c2nc(-c3cccs3)cc(C(F)(F)F)n2)no1. The target protein (P42224) has sequence MSQWYELQQLDSKFLEQVHQLYDDSFPMEIRQYLAQWLEKQDWEHAANDVSFATIRFHDLLSQLDDQYSRFSLENNFLLQHNIRKSKRNLQDNFQEDPIQMSMIIYSCLKEERKILENAQRFNQAQSGNIQSTVMLDKQKELDSKVRNVKDKVMCIEHEIKSLEDLQDEYDFKCKTLQNREHETNGVAKSDQKQEQLLLKKMYLMLDNKRKEVVHKIIELLNVTELTQNALINDELVEWKRRQQSACIGGPPNACLDQLQNWFTIVAESLQQVRQQLKKLEELEQKYTYEHDPITKNKQVLWDRTFSLFQQLIQSSFVVERQPCMPTHPQRPLVLKTGVQFTVKLRLLVKLQELNYNLKVKVLFDKDVNERNTVKGFRKFNILGTHTKVMNMEESTNGSLAAEFRHLQLKEQKNAGTRTNEGPLIVTEELHSLSFETQLCQPGLVIDLETTSLPVVVISNVSQLPSGWASILWYNMLVAEPRNLSFFLTPPCARWAQLSE.... The pIC50 is 4.8. (6) The compound is O=C(Nc1cccc(-c2nnc(-c3ccccc3)o2)c1)C1CCCCC1. The target protein (P03206) has sequence MMDPNSTSEDVKFTPDPYQVPFVQAFDQATRVYQDLGGPSQAPLPCVLWPVLPEPLPQGQLTAYHVSTAPTGSWFSAPQPAPENAYQAYAAPQLFPVSDITQNQQTNQAGGEAPQPGDNSTVQTAAAVVFACPGANQGQQLADIGVPQPAPVAAPARRTRKPQQPESLEECDSELEIKRYKNRVASRKCRAKFKQLLQHYREVAAAKSSENDRLRLLLKQMCPSLDVDSIIPRTPDVLHEDLLNF. The pIC50 is 4.0. (7) The drug is COc1ccc2c(c1)C(=O)C(=O)C1=C2OC(C)(C)CC1. The target protein (Q9UDY8) has sequence MSLLGDPLQALPPSAAPTGPLLAPPAGATLNRLREPLLRRLSELLDQAPEGRGWRRLAELAGSRGRLRLSCLDLEQCSLKVLEPEGSPSLCLLKLMGEKGCTVTELSDFLQAMEHTEVLQLLSPPGIKITVNPESKAVLAGQFVKLCCRATGHPFVQYQWFKMNKEIPNGNTSELIFNAVHVKDAGFYVCRVNNNFTFEFSQWSQLDVCDIPESFQRSVDGVSESKLQICVEPTSQKLMPGSTLVLQCVAVGSPIPHYQWFKNELPLTHETKKLYMVPYVDLEHQGTYWCHVYNDRDSQDSKKVEIIIGRTDEAVECTEDELNNLGHPDNKEQTTDQPLAKDKVALLIGNMNYREHPKLKAPLVDVYELTNLLRQLDFKVVSLLDLTEYEMRNAVDEFLLLLDKGVYGLLYYAGHGYENFGNSFMVPVDAPNPYRSENCLCVQNILKLMQEKETGLNVFLLDMCRKRNDYDDTIPILDALKVTANIVFGYATCQGAEAFE.... The pIC50 is 6.2. (8) The compound is CN1OC2(N=C1N)c1cc(-c3cccc(C#N)c3)ccc1CC21Cc2cnncc2C1. The target protein sequence is MAQALPWLLLWMGAGVLPAHGTQHGIRLPLRSGLGGAPLGLRLPRETDEEPEEPGRRGSFVEMVDNLRGKSGQGYYVEMTVGSPPQTLNILVDTGSSNFAVGAAPHPFLHRYYQRQLSSTYRDLRKGVYVPYTQGKWEGELGTDLVSIPHGPNVTVRANIAAITESDKFFINGSNWEGILGLAYAEIARPDDSLEPFFDSLVKQTHVPNLFSLQLCGAGFPLNQSEVLASVGGSMIIGGIDHSLYTGSLWYTPIRREWYYEVIIVRVEINGQDLKMDCKEYNYDKSIVDSGTTNLRLPKKVFEAAVKSIKAASSTEKFPDGFWLGEQLVCWQAGTTPWNIFPVISLYLMGEVTNQSFRITILPQQYLRPVEDVATSQDDCYKFAISQSSTGTVMGAVIMEGFYVVFDRARKRIGFAVSACHVHDEFRTAAVEGPFVTLDMEDCGYNIPQTDESTLMTI. The pIC50 is 5.6. (9) The drug is CN1CCC(N(C)c2ccc(C(=O)Nc3n[nH]c4cc(OCCOCc5ccccc5)ccc34)cc2)CC1. The target protein sequence is HKYKKQFRYESQLQMVQVTGSSDNEYFYVDFREYEYDLKWEFPRENLEFGKVLGSGAFGKVMNATAYGISKTGVSIQVAVKMLKEKADSSEREALMSELKMMTQLGSHENIVNLLGACTLSGPIYLIFEYCCYGDLLNYLRSKREKFHRTWTEIFKEHNFSFYPTFQSHPNSSMPGSREVQIHPDSDQISGLHGNSFHSEDEIEYENQKRLEEEEDLNVLTFEDLLCFAYQVAKGMEFLEFKSCVHRDLAARNVLVTHGKVVKICDFGLARDIMSDSNYVVRGNARLPVKWMAPESLFEGIYTIKSDVWSYGILLWEIFSLGVNPYPGIPVDANFYKLIQNGFKMDQPFYATEEIYIIMQSCWAFDSRKRPSFPNLTSFLGCQLADAEEAMYQNVDGRVSECPHTYQNRRPFSREMDLGLLSPQAQVEDS. The pIC50 is 7.3. (10) The small molecule is CC(C)(C)c1ccc(-n2cnc3c(Nc4ccc(C(=O)N5CCCCC5)cc4)nc(N[C@H]4CC[C@H](N)CC4)nc32)cc1. The target is PFCDPK1(Pfalciparum). The pIC50 is 5.5.